From a dataset of Forward reaction prediction with 1.9M reactions from USPTO patents (1976-2016). Predict the product of the given reaction. (1) Given the reactants [C:1]([O:4][C:5](=[O:7])[CH3:6])(=O)[CH3:2].Cl.[C:9]([N:12]1[C:16]2[CH:17]=[CH:18][C:19]([Cl:21])=[CH:20][C:15]=2[S:14][CH:13]1[C:22]1[CH:27]=[C:26]([O:28][CH3:29])[CH:25]=[CH:24][C:23]=1[O:30][CH2:31][CH2:32][CH2:33][N:34](CCO)[CH:35]([CH3:37])[CH3:36])(=[O:11])[CH3:10].N1C=CC=CC=1, predict the reaction product. The product is: [ClH:21].[C:5]([O:4][CH2:1][CH2:2][N:34]([CH2:33][CH2:32][CH2:31][O:30][C:23]1[CH:24]=[CH:25][C:26]([O:28][CH3:29])=[CH:27][C:22]=1[CH:13]1[N:12]([C:9](=[O:11])[CH3:10])[C:16]2[CH:17]=[CH:18][C:19]([Cl:21])=[CH:20][C:15]=2[S:14]1)[CH:35]([CH3:36])[CH3:37])(=[O:7])[CH3:6]. (2) Given the reactants [C:1]([O:8][CH3:9])(=[O:7])[CH2:2][C:3]([O:5][CH3:6])=[O:4].[H-].[Na+].[N+:12]([C:15]1[CH:22]=[CH:21][C:18]([CH2:19]Br)=[CH:17][CH:16]=1)([O-:14])=[O:13].[OH2:23], predict the reaction product. The product is: [N+:12]([C:15]1[CH:22]=[CH:21][C:18]([CH2:19][C:2]([CH2:19][C:18]2[CH:21]=[CH:22][C:15]([N+:12]([O-:13])=[O:23])=[CH:16][CH:17]=2)([C:1]([O:8][CH3:9])=[O:7])[C:3]([O:5][CH3:6])=[O:4])=[CH:17][CH:16]=1)([O-:14])=[O:13]. (3) Given the reactants [Br:1][C:2]1[CH:7]=[CH:6][C:5]([C@@H:8]([N:10]2[CH2:15][CH2:14][C@@:13]([C:20]3[CH:25]=[CH:24][C:23]([F:26])=[CH:22][CH:21]=3)([CH2:16][C:17](=[O:19])[CH3:18])[O:12][C:11]2=[O:27])[CH3:9])=[CH:4][CH:3]=1.[CH3:28][Mg]Br, predict the reaction product. The product is: [Br:1][C:2]1[CH:7]=[CH:6][C:5]([C@@H:8]([N:10]2[CH2:15][CH2:14][C@@:13]([C:20]3[CH:21]=[CH:22][C:23]([F:26])=[CH:24][CH:25]=3)([CH2:16][C:17]([OH:19])([CH3:28])[CH3:18])[O:12][C:11]2=[O:27])[CH3:9])=[CH:4][CH:3]=1. (4) Given the reactants [CH2:1]([O:8][C:9]([NH:11][C@@H:12]([CH2:16][CH2:17][CH2:18][CH2:19][NH:20][S:21](=[O:31])(=[O:30])[NH:22][C:23]([O:25][C:26]([CH3:29])([CH3:28])[CH3:27])=[O:24])[C:13]([OH:15])=O)=[O:10])[C:2]1[CH:7]=[CH:6][CH:5]=[CH:4][CH:3]=1.[CH3:32][NH:33][C:34]1[S:35][CH:36]=[C:37]([C:39]2[CH:44]=[CH:43][CH:42]=[CH:41][CH:40]=2)[N:38]=1.C(N(CC)CC)C, predict the reaction product. The product is: [CH3:32][N:33]([C:34]1[S:35][CH:36]=[C:37]([C:39]2[CH:40]=[CH:41][CH:42]=[CH:43][CH:44]=2)[N:38]=1)[C:13](=[O:15])[C@@H:12]([NH:11][C:9]([O:8][CH2:1][C:2]1[CH:3]=[CH:4][CH:5]=[CH:6][CH:7]=1)=[O:10])[CH2:16][CH2:17][CH2:18][CH2:19][NH:20][S:21](=[O:30])(=[O:31])[NH:22][C:23]([O:25][C:26]([CH3:27])([CH3:28])[CH3:29])=[O:24]. (5) Given the reactants [NH2:1][C:2]1[CH:3]=[C:4]([C:8]2[S:12][C:11]([C:13]3[CH:14]=[C:15]4[C:19](=[CH:20][CH:21]=3)[C:18](=[O:22])[N:17]([CH3:23])[CH2:16]4)=[CH:10][CH:9]=2)[CH:5]=[N:6][CH:7]=1.[Br:24][C:25]1[CH:30]=[CH:29][CH:28]=[CH:27][C:26]=1[S:31](Cl)(=[O:33])=[O:32], predict the reaction product. The product is: [Br:24][C:25]1[CH:30]=[CH:29][CH:28]=[CH:27][C:26]=1[S:31]([NH:1][C:2]1[CH:7]=[N:6][CH:5]=[C:4]([C:8]2[S:12][C:11]([C:13]3[CH:14]=[C:15]4[C:19](=[CH:20][CH:21]=3)[C:18](=[O:22])[N:17]([CH3:23])[CH2:16]4)=[CH:10][CH:9]=2)[CH:3]=1)(=[O:33])=[O:32].